Dataset: Full USPTO retrosynthesis dataset with 1.9M reactions from patents (1976-2016). Task: Predict the reactants needed to synthesize the given product. (1) The reactants are: CS(O[C@@H:6]1[C@@H:11]([CH3:12])[CH2:10][N:9]([C:13]2[CH:18]=[CH:17][N:16]=[CH:15][C:14]=2[N:19]([C:27]([O:29][C:30]([CH3:33])([CH3:32])[CH3:31])=[O:28])C(OC(C)(C)C)=O)[CH2:8][C@H:7]1[NH:34][C:35]([O:37][C:38]([CH3:41])([CH3:40])[CH3:39])=[O:36])(=O)=O.[C-:42]#[N:43].[Na+]. Given the product [C:30]([O:29][C:27]([NH:19][C:14]1[CH:15]=[N:16][CH:17]=[CH:18][C:13]=1[N:9]1[CH2:10][C@H:11]([CH3:12])[C@H:6]([C:42]#[N:43])[C@H:7]([NH:34][C:35](=[O:36])[O:37][C:38]([CH3:39])([CH3:41])[CH3:40])[CH2:8]1)=[O:28])([CH3:31])([CH3:33])[CH3:32], predict the reactants needed to synthesize it. (2) Given the product [CH3:5][O:6][C:7]1[CH:19]=[CH:18][C:10]2[C:11]([CH2:14][C:15]([O:17][CH3:20])=[O:16])=[CH:12][O:13][C:9]=2[CH:8]=1, predict the reactants needed to synthesize it. The reactants are: S(Cl)(Cl)=O.[CH3:5][O:6][C:7]1[CH:19]=[CH:18][C:10]2[C:11]([CH2:14][C:15]([OH:17])=[O:16])=[CH:12][O:13][C:9]=2[CH:8]=1.[CH3:20]O. (3) Given the product [CH3:18][O:19][C:20]1[CH:21]=[CH:22][C:23]2[NH:27][C:26](=[O:28])[N:25]([CH:29]3[CH2:34][CH2:33][N:32]([C:15](=[O:17])[CH2:14][CH2:13][CH2:12][C:4]4[NH:3][C:2](=[O:1])[C:11]5[C:6](=[CH:7][CH:8]=[CH:9][CH:10]=5)[N:5]=4)[CH2:31][CH2:30]3)[C:24]=2[CH:35]=1, predict the reactants needed to synthesize it. The reactants are: [O:1]=[C:2]1[C:11]2[C:6](=[CH:7][CH:8]=[CH:9][CH:10]=2)[N:5]=[C:4]([CH2:12][CH2:13][CH2:14][C:15]([OH:17])=O)[NH:3]1.[CH3:18][O:19][C:20]1[CH:21]=[CH:22][C:23]2[NH:27][C:26](=[O:28])[N:25]([CH:29]3[CH2:34][CH2:33][NH:32][CH2:31][CH2:30]3)[C:24]=2[CH:35]=1. (4) Given the product [CH3:1][C:2]1([CH3:17])[O:7][C:6]2[CH:8]=[CH:9][C:10]3[CH:11]=[CH:12][C:13](=[O:16])[C:14](=[O:18])[C:15]=3[C:5]=2[CH:4]=[CH:3]1, predict the reactants needed to synthesize it. The reactants are: [CH3:1][C:2]1([CH3:17])[O:7][C:6]2[CH:8]=[CH:9][C:10]3[C:15]([C:5]=2[CH:4]=[CH:3]1)=[CH:14][C:13]([OH:16])=[CH:12][CH:11]=3.[O:18]=O. (5) Given the product [C:28]([O:27][C:25]([C@@H:22]([NH:21][C:20]([C@H:12]([NH2:11])[C:13]1[CH:14]=[CH:15][C:16]([OH:19])=[CH:17][CH:18]=1)=[O:32])[CH2:23][CH3:24])=[O:26])([CH3:29])([CH3:30])[CH3:31], predict the reactants needed to synthesize it. The reactants are: C(OC([NH:11][C@@H:12]([C:20](=[O:32])[NH:21][C@H:22]([C:25]([O:27][C:28]([CH3:31])([CH3:30])[CH3:29])=[O:26])[CH2:23][CH3:24])[C:13]1[CH:18]=[CH:17][C:16]([OH:19])=[CH:15][CH:14]=1)=O)C1C=CC=CC=1.CS(O)(=O)=O. (6) Given the product [C:8]([C:10]1[CH:11]=[C:12]2[C:17](=[CH:18][C:19]=1[O:20][CH2:21][CH:22]1[CH2:27][CH2:26][NH:25][CH2:24][CH2:23]1)[N:16]=[CH:15][CH:14]=[C:13]2[O:35][C:36]1[CH:41]=[CH:40][C:39]([NH:42][C:43]([NH:45][CH:46]2[CH2:48][CH2:47]2)=[O:44])=[C:38]([F:49])[CH:37]=1)#[N:9], predict the reactants needed to synthesize it. The reactants are: FC(F)(F)C(O)=O.[C:8]([C:10]1[CH:11]=[C:12]2[C:17](=[CH:18][C:19]=1[O:20][CH2:21][CH:22]1[CH2:27][CH2:26][N:25](C(OC(C)(C)C)=O)[CH2:24][CH2:23]1)[N:16]=[CH:15][CH:14]=[C:13]2[O:35][C:36]1[CH:41]=[CH:40][C:39]([NH:42][C:43]([NH:45][CH:46]2[CH2:48][CH2:47]2)=[O:44])=[C:38]([F:49])[CH:37]=1)#[N:9].O.C(=O)(O)O. (7) Given the product [OH:10][C:6]1[CH:5]=[C:4]([CH:2]([NH:1][C:25](=[O:26])[O:24][C:20]([CH3:23])([CH3:22])[CH3:21])[CH3:3])[CH:9]=[CH:8][CH:7]=1, predict the reactants needed to synthesize it. The reactants are: [NH2:1][CH:2]([C:4]1[CH:5]=[C:6]([OH:10])[CH:7]=[CH:8][CH:9]=1)[CH3:3].C(N(CC)C(C)C)(C)C.[C:20]([O:24][C:25](O[C:25]([O:24][C:20]([CH3:23])([CH3:22])[CH3:21])=[O:26])=[O:26])([CH3:23])([CH3:22])[CH3:21].